From a dataset of Forward reaction prediction with 1.9M reactions from USPTO patents (1976-2016). Predict the product of the given reaction. (1) Given the reactants [CH2:1]([N:8]1[C:16]2[C:11](=[CH:12][CH:13]=[C:14]([OH:17])[CH:15]=2)[C:10]([C:18]([NH:20][CH2:21][C:22]2[CH:27]=[CH:26][C:25]([F:28])=[C:24]([F:29])[CH:23]=2)=[O:19])=[C:9]1[CH:30]([CH3:32])[CH3:31])[C:2]1[CH:7]=[CH:6][CH:5]=[CH:4][CH:3]=1.[C:33](Cl)(=[O:37])[CH:34]([CH3:36])[CH3:35], predict the reaction product. The product is: [C:33]([O:17][C:14]1[CH:15]=[C:16]2[C:11]([C:10]([C:18](=[O:19])[NH:20][CH2:21][C:22]3[CH:27]=[CH:26][C:25]([F:28])=[C:24]([F:29])[CH:23]=3)=[C:9]([CH:30]([CH3:32])[CH3:31])[N:8]2[CH2:1][C:2]2[CH:7]=[CH:6][CH:5]=[CH:4][CH:3]=2)=[CH:12][CH:13]=1)(=[O:37])[CH:34]([CH3:36])[CH3:35]. (2) Given the reactants O[CH:2]([C:20]1[C:28]2[C:27](=[O:29])[CH2:26][C:25]([CH3:31])([CH3:30])[CH2:24][C:23]=2[NH:22][C:21]=1[CH3:32])[C:3]1[CH:8]=[CH:7][CH:6]=[CH:5][C:4]=1[S:9]([N:12]([CH3:19])[C:13]1[CH:18]=[CH:17][CH:16]=[CH:15][CH:14]=1)(=[O:11])=[O:10].FC(F)(F)S(O[Si](C)(C)C)(=O)=O.C([SiH](CC)CC)C.CO, predict the reaction product. The product is: [CH3:19][N:12]([C:13]1[CH:14]=[CH:15][CH:16]=[CH:17][CH:18]=1)[S:9]([C:4]1[CH:5]=[CH:6][CH:7]=[CH:8][C:3]=1[CH2:2][C:20]1[C:28]2[C:27](=[O:29])[CH2:26][C:25]([CH3:30])([CH3:31])[CH2:24][C:23]=2[NH:22][C:21]=1[CH3:32])(=[O:11])=[O:10].